This data is from Forward reaction prediction with 1.9M reactions from USPTO patents (1976-2016). The task is: Predict the product of the given reaction. (1) Given the reactants [C:1]([O:5][C:6]([N:8]1[CH2:13][CH2:12][C:11]([O:17][CH2:18][CH2:19][O:20][CH3:21])([C:14]([OH:16])=O)[CH2:10][CH2:9]1)=[O:7])([CH3:4])([CH3:3])[CH3:2].N1C=CC=CC=1.C(Cl)(=O)C(Cl)=O.[CH3:34][N:35]([CH3:46])[C:36](=[O:45])[O:37][C:38]1[CH:43]=[CH:42][CH:41]=[C:40]([NH2:44])[CH:39]=1, predict the reaction product. The product is: [CH3:34][N:35]([CH3:46])[C:36]([O:37][C:38]1[CH:39]=[C:40]([NH:44][C:14]([C:11]2([O:17][CH2:18][CH2:19][O:20][CH3:21])[CH2:10][CH2:9][N:8]([C:6]([O:5][C:1]([CH3:2])([CH3:3])[CH3:4])=[O:7])[CH2:13][CH2:12]2)=[O:16])[CH:41]=[CH:42][CH:43]=1)=[O:45]. (2) Given the reactants [CH2:1]([O:3][C:4](=[O:28])[CH2:5][C@H:6]1[CH2:11][CH2:10][C@H:9]([CH2:12][N:13]([CH2:26][CH3:27])[C:14]2[C:19]([CH:20]=[O:21])=[CH:18][C:17]([C:22]([F:25])([F:24])[F:23])=[CH:16][N:15]=2)[CH2:8][CH2:7]1)[CH3:2].[BH4-].[Na+].[Cl-].[NH4+].O, predict the reaction product. The product is: [CH2:1]([O:3][C:4](=[O:28])[CH2:5][C@H:6]1[CH2:11][CH2:10][C@H:9]([CH2:12][N:13]([CH2:26][CH3:27])[C:14]2[C:19]([CH2:20][OH:21])=[CH:18][C:17]([C:22]([F:24])([F:25])[F:23])=[CH:16][N:15]=2)[CH2:8][CH2:7]1)[CH3:2]. (3) Given the reactants [C:1]1([C:7](=[O:32])[CH2:8][CH2:9][N:10]2[CH2:15][CH2:14][CH:13]([N:16]([CH2:30][CH3:31])[C:17](=[O:29])[CH2:18][C:19]3[CH:24]=[CH:23][C:22]([S:25]([CH3:28])(=[O:27])=[O:26])=[CH:21][CH:20]=3)[CH2:12][CH2:11]2)[CH:6]=[CH:5][CH:4]=[CH:3][CH:2]=1.[BH4-].[Na+], predict the reaction product. The product is: [C:1]1([CH:7]([OH:32])[CH2:8][CH2:9][N:10]2[CH2:11][CH2:12][CH:13]([N:16]([CH2:30][CH3:31])[C:17](=[O:29])[CH2:18][C:19]3[CH:24]=[CH:23][C:22]([S:25]([CH3:28])(=[O:26])=[O:27])=[CH:21][CH:20]=3)[CH2:14][CH2:15]2)[CH:2]=[CH:3][CH:4]=[CH:5][CH:6]=1. (4) Given the reactants [F:1][C:2]([F:29])([F:28])[O:3][C:4]1[CH:9]=[CH:8][C:7]([N:10]2[CH:14]=[N:13][C:12]([C:15]3[CH:20]=[CH:19][C:18]([CH2:21][CH2:22]C(N=[N+]=[N-])=O)=[CH:17][CH:16]=3)=[N:11]2)=[CH:6][CH:5]=1.C(=O)([O-])[O-].[Cs+].[Cs+].[CH:36]([C:39]1[CH:44]=[CH:43][CH:42]=[CH:41][C:40]=1[NH:45][C:46]([NH2:48])=[S:47])([CH3:38])[CH3:37].NC([NH:52][C:53](N)=[O:54])=S.[C:56]([O-])(=[O:58])[CH3:57].[Na+].BrCC(OC)=O, predict the reaction product. The product is: [CH:36]([C:39]1[CH:44]=[CH:43][CH:42]=[CH:41][C:40]=1[N:45]1[C:56](=[O:58])[CH2:57][S:47]/[C:46]/1=[N:48]\[C:53]([NH:52][CH2:22][CH2:21][C:18]1[CH:19]=[CH:20][C:15]([C:12]2[N:13]=[CH:14][N:10]([C:7]3[CH:6]=[CH:5][C:4]([O:3][C:2]([F:29])([F:28])[F:1])=[CH:9][CH:8]=3)[N:11]=2)=[CH:16][CH:17]=1)=[O:54])([CH3:38])[CH3:37]. (5) Given the reactants [O:1]1[C:10]2[C:5](=[N:6][C:7](C#N)=[CH:8][CH:9]=2)[O:4][CH2:3][CH2:2]1.[CH3:13][Li].S(=O)(=O)(O)O.[C:20](=[O:23])([O-])O.[Na+], predict the reaction product. The product is: [O:1]1[C:10]2[C:5](=[N:6][C:7]([C:20](=[O:23])[CH3:13])=[CH:8][CH:9]=2)[O:4][CH2:3][CH2:2]1. (6) The product is: [NH2:45][C:43]([C@@H:37]1[C@@H:38]2[CH2:42][C@@H:41]([CH:40]=[CH:39]2)[C@@H:36]1[NH:35][C:16]([C@@H:9]1[CH2:10][C:11](=[N:13][O:14][CH3:15])[CH2:12][N:8]1[S:25]([C:22]1[CH:23]=[CH:24][C:19]([C:29]2[CH:34]=[CH:33][CH:32]=[CH:31][CH:30]=2)=[CH:20][CH:21]=1)(=[O:27])=[O:26])=[O:18])=[O:44]. Given the reactants C(OC([N:8]1[CH2:12][C:11](=[N:13][O:14][CH3:15])[CH2:10][C@H:9]1[C:16]([OH:18])=O)=O)(C)(C)C.[C:19]1([C:29]2[CH:34]=[CH:33][CH:32]=[CH:31][CH:30]=2)[CH:24]=[CH:23][C:22]([S:25](Cl)(=[O:27])=[O:26])=[CH:21][CH:20]=1.[NH2:35][C@H:36]1[C@H:41]2[CH2:42][C@H:38]([CH:39]=[CH:40]2)[C@H:37]1[C:43]([NH2:45])=[O:44], predict the reaction product. (7) Given the reactants O.O.[Sn](Cl)Cl.[N+:6]([C:9]1[CH:14]=[CH:13][CH:12]=[CH:11][C:10]=1[S:15]([NH:18][C:19]1[CH:20]=[CH:21][CH:22]=[C:23]2[C:28]=1[N:27]=[CH:26][CH:25]=[CH:24]2)(=[O:17])=[O:16])([O-])=O, predict the reaction product. The product is: [NH2:6][C:9]1[CH:14]=[CH:13][CH:12]=[CH:11][C:10]=1[S:15]([NH:18][C:19]1[CH:20]=[CH:21][CH:22]=[C:23]2[C:28]=1[N:27]=[CH:26][CH:25]=[CH:24]2)(=[O:17])=[O:16].